From a dataset of Reaction yield outcomes from USPTO patents with 853,638 reactions. Predict the reaction yield, written as a fraction of the theoretical maximum amount of product (1.0 means a 100% yield; for example, 0.34 means a 34% yield). (1) The reactants are [NH2:1][C:2]1[N:6]([C:7]2[C:12]([Cl:13])=[CH:11][C:10]([Cl:14])=[CH:9][C:8]=2[Cl:15])[N:5]=[C:4]([S:16][CH3:17])[C:3]=1[C:18]([NH2:20])=[O:19].[CH3:21][O:22][C:23]1[CH:24]=[C:25]([CH2:29][C:30](Cl)=O)[CH:26]=[CH:27][CH:28]=1.[O-]CC.[Na+]. The catalyst is C(O)C. The product is [Cl:13][C:12]1[CH:11]=[C:10]([Cl:14])[CH:9]=[C:8]([Cl:15])[C:7]=1[N:6]1[C:2]2=[N:1][C:30]([CH2:29][C:25]3[CH:26]=[CH:27][CH:28]=[C:23]([O:22][CH3:21])[CH:24]=3)=[N:20][C:18](=[O:19])[C:3]2=[C:4]([S:16][CH3:17])[NH:5]1. The yield is 0.920. (2) The reactants are [Br:1][C:2]1[CH:3]=[C:4]([CH:6]=[CH:7][CH:8]=1)[NH2:5].[F:9][C:10]([F:15])([F:14])[CH:11]1[O:13][CH2:12]1. No catalyst specified. The product is [Br:1][C:2]1[CH:3]=[C:4]([NH:5][CH2:12][CH:11]([OH:13])[C:10]([F:15])([F:14])[F:9])[CH:6]=[CH:7][CH:8]=1. The yield is 0.840. (3) The reactants are Cl[C:2]1[C:7]([C:8]([O:10][CH2:11][CH3:12])=[O:9])=[CH:6][N:5]=[C:4]([Cl:13])[C:3]=1[Cl:14].[C:15]1([C:21]2([NH2:24])[CH2:23][CH2:22]2)[CH:20]=[CH:19][CH:18]=[CH:17][CH:16]=1. No catalyst specified. The product is [Cl:14][C:3]1[C:4]([Cl:13])=[N:5][CH:6]=[C:7]([C:2]=1[NH:24][C:21]1([C:15]2[CH:20]=[CH:19][CH:18]=[CH:17][CH:16]=2)[CH2:23][CH2:22]1)[C:8]([O:10][CH2:11][CH3:12])=[O:9]. The yield is 0.790. (4) The reactants are [CH3:1][O:2][C:3](=[O:15])[C:4]1[C:5](=[C:10](Br)[CH:11]=[CH:12][CH:13]=1)[C:6]([O:8][CH3:9])=[O:7].C([O-])([O-])=O.[Cs+].[Cs+].[CH3:22][O:23][CH2:24][CH:25]([NH2:27])[CH3:26].C(OCC)C. The catalyst is C1(C)C=CC=CC=1.C1C=CC(/C=C/C(/C=C/C2C=CC=CC=2)=O)=CC=1.C1C=CC(/C=C/C(/C=C/C2C=CC=CC=2)=O)=CC=1.C1C=CC(/C=C/C(/C=C/C2C=CC=CC=2)=O)=CC=1.[Pd].[Pd]. The product is [CH3:1][O:2][C:3](=[O:15])[C:4]1[C:5](=[C:10]([NH:27][CH:25]([CH3:26])[CH2:24][O:23][CH3:22])[CH:11]=[CH:12][CH:13]=1)[C:6]([O:8][CH3:9])=[O:7]. The yield is 0.380. (5) The yield is 0.894. The reactants are C([O:11][C@@H:12]([C:16]1[CH:21]=[CH:20][CH:19]=[C:18]([O:22][CH2:23][CH:24]2[CH2:29][CH2:28][CH2:27][CH2:26][CH2:25]2)[CH:17]=1)[CH2:13][CH2:14][NH2:15])(=O)C(C1C=CC=CC=1)O.[Cl-:30].[Na+].Cl.CC(O)C. The catalyst is C(OC(C)C)(=O)C.[OH-].[Na+]. The product is [ClH:30].[NH2:15][CH2:14][CH2:13][C@H:12]([C:16]1[CH:21]=[CH:20][CH:19]=[C:18]([O:22][CH2:23][CH:24]2[CH2:29][CH2:28][CH2:27][CH2:26][CH2:25]2)[CH:17]=1)[OH:11].